The task is: Predict the reactants needed to synthesize the given product.. This data is from Full USPTO retrosynthesis dataset with 1.9M reactions from patents (1976-2016). (1) Given the product [N:50]([CH:19]1[N:18]=[C:17]([C:24]2[C:25]([O:32][CH3:33])=[N:26][C:27]([O:30][CH3:31])=[N:28][CH:29]=2)[C:16]2[CH:34]=[C:12]([Cl:11])[CH:13]=[CH:14][C:15]=2[N:21]([CH3:22])[C:20]1=[O:23])=[N+:51]=[N-:52], predict the reactants needed to synthesize it. The reactants are: C[Si]([N-][Si](C)(C)C)(C)C.[K+].[Cl:11][C:12]1[CH:13]=[CH:14][C:15]2[N:21]([CH3:22])[C:20](=[O:23])[CH2:19][N:18]=[C:17]([C:24]3[C:25]([O:32][CH3:33])=[N:26][C:27]([O:30][CH3:31])=[N:28][CH:29]=3)[C:16]=2[CH:34]=1.CC(C1C=C(C(C)C)C(S([N:50]=[N+:51]=[N-:52])(=O)=O)=C(C(C)C)C=1)C.C(O)(=O)C. (2) Given the product [ClH:38].[ClH:38].[CH2:1]([N:3]1[CH2:8][CH2:7][N:6]([C:9]2[C:18]3[C:13](=[CH:14][CH:15]=[CH:16][CH:17]=3)[CH:12]=[C:11]([C:19]3[CH:24]=[CH:23][C:22]([S:25]([CH2:28][CH2:29][CH2:39][OH:40])(=[O:27])=[O:26])=[CH:21][CH:20]=3)[N:10]=2)[CH2:5][CH2:4]1)[CH3:2], predict the reactants needed to synthesize it. The reactants are: [CH2:1]([N:3]1[CH2:8][CH2:7][N:6]([C:9]2[C:18]3[C:13](=[CH:14][CH:15]=[CH:16][CH:17]=3)[CH:12]=[C:11]([C:19]3[CH:24]=[CH:23][C:22]([S:25]([CH2:28][CH2:29]OCC4C=CC=CC=4)(=[O:27])=[O:26])=[CH:21][CH:20]=3)[N:10]=2)[CH2:5][CH2:4]1)[CH3:2].[ClH:38].[CH3:39][OH:40]. (3) Given the product [CH2:6]([N:40]([CH2:39][C:5]1[CH:10]=[CH:9][C:8]([NH:11][C:12](=[O:27])[C:13]2[CH:18]=[CH:17][C:16]([CH2:19][N:20]([CH2:21][C:22]3[NH:23][CH:24]=[CH:25][N:26]=3)[CH2:37][C:32]3[CH:33]=[CH:34][CH:35]=[CH:36][N:31]=3)=[CH:15][CH:14]=2)=[CH:7][CH:6]=1)[CH2:7][CH2:8][CH3:9])[CH2:5][CH3:10], predict the reactants needed to synthesize it. The reactants are: C(N(CCC)[C:5]1[CH:10]=[CH:9][C:8]([NH:11][C:12](=[O:27])[C:13]2[CH:18]=[CH:17][C:16]([CH2:19][NH:20][CH2:21][C:22]3[NH:23][CH:24]=[CH:25][N:26]=3)=[CH:15][CH:14]=2)=[CH:7][CH:6]=1)CC.[N:31]1[CH:36]=[CH:35][CH:34]=[CH:33][C:32]=1[CH:37]=O.[C:39]([BH3-])#[N:40].[Na+].[OH-].[Na+]. (4) Given the product [C:22]([NH:26][C:27]([N:15]1[CH2:14][CH:13]=[C:12]([C:10]2[N:9]=[N:8][N:7]([C:1]3[CH:2]=[CH:3][CH:4]=[CH:5][CH:6]=3)[CH:11]=2)[CH2:17][CH2:16]1)=[O:28])([CH3:25])([CH3:24])[CH3:23], predict the reactants needed to synthesize it. The reactants are: [C:1]1([N:7]2[CH:11]=[C:10]([C:12]3[CH2:13][CH2:14][NH:15][CH2:16][CH:17]=3)[N:9]=[N:8]2)[CH:6]=[CH:5][CH:4]=[CH:3][CH:2]=1.C(Cl)(Cl)Cl.[C:22]([N:26]=[C:27]=[O:28])([CH3:25])([CH3:24])[CH3:23]. (5) Given the product [CH3:5][C:4]([O:7][C:8]([C:9]([Br:11])=[O:10])([CH3:13])[CH3:12])=[O:6].[Mg+2:2].[I-:1].[I-:1].[O:7]1[CH2:8][CH2:9][O:10][CH2:5][CH2:4]1, predict the reactants needed to synthesize it. The reactants are: [I-:1].[Mg+2:2].[I-].[C:4]([O:7][C:8]([CH3:13])([CH3:12])[C:9]([Br:11])=[O:10])(=[O:6])[CH3:5]. (6) Given the product [CH3:49][C@H:39]1[N:38]([CH2:50][C:51]([F:53])([F:54])[F:52])[C:37](=[O:55])[C@@H:36]([NH:35][C:30]([C:28]2[CH:29]=[C:24]3[CH2:23][C@@:15]4([C:16]5[C:17](=[N:18][CH:19]=[CH:20][CH:21]=5)[NH:22][C:14]4=[O:13])[CH2:33][C:25]3=[N:26][CH:27]=2)=[O:31])[CH2:41][C@H:40]1[C:42]1[CH:47]=[CH:46][CH:45]=[CH:44][C:43]=1[CH3:48], predict the reactants needed to synthesize it. The reactants are: Cl.C(N=C=NCCCN(C)C)C.[O:13]=[C:14]1[NH:22][C:17]2=[N:18][CH:19]=[CH:20][CH:21]=[C:16]2[C@@:15]21[CH2:33][C:25]1=[N:26][CH:27]=[C:28]([C:30](O)=[O:31])[CH:29]=[C:24]1[CH2:23]2.Cl.[NH2:35][C@H:36]1[CH2:41][C@@H:40]([C:42]2[CH:47]=[CH:46][CH:45]=[CH:44][C:43]=2[CH3:48])[C@@H:39]([CH3:49])[N:38]([CH2:50][C:51]([F:54])([F:53])[F:52])[C:37]1=[O:55].N1C2C(=NC=CC=2)N(O)N=1.C(N(CC)CC)C.